Dataset: Forward reaction prediction with 1.9M reactions from USPTO patents (1976-2016). Task: Predict the product of the given reaction. (1) Given the reactants C(OC(=O)[NH:7][CH:8]1[CH2:13][CH2:12][N:11]([CH2:14][CH:15]([F:17])[F:16])[CH2:10][CH2:9]1)(C)(C)C.[ClH:19], predict the reaction product. The product is: [ClH:19].[ClH:19].[F:17][CH:15]([F:16])[CH2:14][N:11]1[CH2:10][CH2:9][CH:8]([NH2:7])[CH2:13][CH2:12]1. (2) Given the reactants [NH:1]1[CH:5]=[C:4]([C:6]2[CH:11]=[C:10]([C:12]([O:14][CH3:15])=[O:13])[CH:9]=[CH:8][N:7]=2)[N:3]=[CH:2]1.Cl.Cl[CH2:18][CH2:19][N:20]1[CH2:24][CH2:23][CH2:22][CH2:21]1.C(=O)([O-])[O-].[Cs+].[Cs+], predict the reaction product. The product is: [N:20]1([CH2:19][CH2:18][N:1]2[CH:5]=[C:4]([C:6]3[CH:11]=[C:10]([C:12]([O:14][CH3:15])=[O:13])[CH:9]=[CH:8][N:7]=3)[N:3]=[CH:2]2)[CH2:24][CH2:23][CH2:22][CH2:21]1. (3) Given the reactants [F:1][C:2]1[CH:16]=[C:15]([F:17])[CH:14]=[CH:13][C:3]=1[CH2:4][NH:5][CH2:6][CH2:7][CH2:8][CH2:9][CH2:10][CH2:11][CH3:12].[CH3:18][O:19][C:20]([C:22]1[CH:40]=[CH:39][CH:38]=[CH:37][C:23]=1[CH2:24][S:25][C:26]1[CH:31]=[CH:30][C:29]([CH2:32][CH2:33][C:34]([OH:36])=O)=[CH:28][CH:27]=1)=[O:21].F[B-](F)(F)F.N1(OC(N(C)C)=[N+](C)C)C2C=CC=CC=2N=N1.C(N(C(C)C)CC)(C)C, predict the reaction product. The product is: [F:1][C:2]1[CH:16]=[C:15]([F:17])[CH:14]=[CH:13][C:3]=1[CH2:4][N:5]([CH2:6][CH2:7][CH2:8][CH2:9][CH2:10][CH2:11][CH3:12])[C:34](=[O:36])[CH2:33][CH2:32][C:29]1[CH:28]=[CH:27][C:26]([S:25][CH2:24][C:23]2[CH:37]=[CH:38][CH:39]=[CH:40][C:22]=2[C:20]([O:19][CH3:18])=[O:21])=[CH:31][CH:30]=1.